This data is from Choline transporter screen with 302,306 compounds. The task is: Binary Classification. Given a drug SMILES string, predict its activity (active/inactive) in a high-throughput screening assay against a specified biological target. The drug is O=c1[nH]c(=O)n(c2nc(N3CCc4c(C3)cccc4)n(CCC(C)C)c12)C. The result is 0 (inactive).